From a dataset of Reaction yield outcomes from USPTO patents with 853,638 reactions. Predict the reaction yield, written as a fraction of the theoretical maximum amount of product (1.0 means a 100% yield; for example, 0.34 means a 34% yield). (1) The reactants are [CH3:1][O:2][C:3]1[C:4](=[O:29])[C:5]([CH3:28])=[C:6]([CH2:12][C:13]2[CH:14]=[CH:15][C:16]([C:22]3[CH:27]=[CH:26][CH:25]=[CH:24][CH:23]=3)=[C:17]([CH:21]=2)[C:18]([OH:20])=O)[C:7](=[O:11])[C:8]=1[O:9][CH3:10].[CH3:30][O:31][C:32]1[CH:37]=[CH:36][C:35]([NH2:38])=[CH:34][CH:33]=1.C(N(CC)CC)C.[Cl-].ClC1N(C)CC[NH+]1C. The catalyst is C(Cl)Cl.O. The product is [CH3:1][O:2][C:3]1[C:4](=[O:29])[C:5]([CH3:28])=[C:6]([CH2:12][C:13]2[CH:14]=[CH:15][C:16]([C:22]3[CH:27]=[CH:26][CH:25]=[CH:24][CH:23]=3)=[C:17]([CH:21]=2)[C:18]([NH:38][C:35]2[CH:36]=[CH:37][C:32]([O:31][CH3:30])=[CH:33][CH:34]=2)=[O:20])[C:7](=[O:11])[C:8]=1[O:9][CH3:10]. The yield is 0.670. (2) The product is [F:1][C:2]1[C:3]([C:15]([C:21]2[CH:22]=[CH:23][C:18]([F:17])=[CH:19][CH:20]=2)=[O:27])=[N:4][CH:5]=[CH:6][C:7]=1[C:8]1[CH:9]=[N:10][CH:11]=[CH:12][C:13]=1[CH3:14]. The reactants are [F:1][C:2]1[C:3]([C:15]#N)=[N:4][CH:5]=[CH:6][C:7]=1[C:8]1[CH:9]=[N:10][CH:11]=[CH:12][C:13]=1[CH3:14].[F:17][C:18]1[CH:23]=[CH:22][C:21]([Mg]Br)=[CH:20][CH:19]=1.Cl.[OH-:27].[Na+]. The yield is 0.653. The catalyst is C1COCC1.C(Cl)Cl.O. (3) The product is [CH3:1][O:2][C:3](=[O:15])[C:4]1[CH:9]=[C:8]([C:21]2[N:17]([CH3:16])[N:18]=[CH:19][CH:20]=2)[C:7]([CH:11]([F:13])[F:12])=[CH:6][C:5]=1[NH2:14]. The reactants are [CH3:1][O:2][C:3](=[O:15])[C:4]1[CH:9]=[C:8](I)[C:7]([CH:11]([F:13])[F:12])=[CH:6][C:5]=1[NH2:14].[CH3:16][N:17]1[C:21]([Sn](CCCC)(CCCC)CCCC)=[CH:20][CH:19]=[N:18]1. The yield is 0.310. The catalyst is O1CCOCC1.Cl[Pd](Cl)([P](C1C=CC=CC=1)(C1C=CC=CC=1)C1C=CC=CC=1)[P](C1C=CC=CC=1)(C1C=CC=CC=1)C1C=CC=CC=1. (4) The reactants are [CH3:1][C:2]1[C:6]([CH2:7][N:8]2[CH:12]=[C:11]([N:13]3[C:17](=[O:18])[CH2:16][NH:15][C:14]3=[O:19])[CH:10]=[N:9]2)=[C:5]([CH3:20])[O:4][N:3]=1.O[CH2:22][C:23]1[CH:24]=[C:25]([CH:35]=[CH:36][CH:37]=1)[CH2:26][NH:27][C:28](=[O:34])[O:29][C:30]([CH3:33])([CH3:32])[CH3:31].N(C(OCC)=O)=NC(OCC)=O. The catalyst is C1COCC1.C(OCC)(=O)C. The product is [CH3:1][C:2]1[C:6]([CH2:7][N:8]2[CH:12]=[C:11]([N:13]3[C:17](=[O:18])[CH2:16][N:15]([CH2:22][C:23]4[CH:24]=[C:25]([CH:35]=[CH:36][CH:37]=4)[CH2:26][NH:27][C:28](=[O:34])[O:29][C:30]([CH3:33])([CH3:31])[CH3:32])[C:14]3=[O:19])[CH:10]=[N:9]2)=[C:5]([CH3:20])[O:4][N:3]=1. The yield is 0.900. (5) The reactants are [C:1]1([C:7]2[O:8][C:9]3[CH:15]=[C:14]([CH2:16][C:17](OCC)=[O:18])[CH:13]=[CH:12][C:10]=3[N:11]=2)[CH:6]=[CH:5][CH:4]=[CH:3][CH:2]=1.[H-].[H-].[H-].[H-].[Li+].[Al+3].O.[OH-].[Na+]. The catalyst is C1COCC1. The product is [C:1]1([C:7]2[O:8][C:9]3[CH:15]=[C:14]([CH2:16][CH2:17][OH:18])[CH:13]=[CH:12][C:10]=3[N:11]=2)[CH:6]=[CH:5][CH:4]=[CH:3][CH:2]=1. The yield is 0.630. (6) The yield is 0.310. The catalyst is C(Cl)Cl. The product is [CH3:1][O:2][C:3]1[CH:4]=[C:5]2[C:10](=[CH:11][C:12]=1[O:13][CH3:14])[N:9]=[CH:8][N:7]=[C:6]2[O:15][C:16]1[CH:22]=[CH:21][C:19]([NH:20][C:41](=[O:47])[O:42][CH:43]([C:59]2[CH:55]=[CH:54][CH:53]=[C:52]([O:51][C:50]([F:49])([F:61])[F:62])[CH:60]=2)[CH3:23])=[CH:18][CH:17]=1. The reactants are [CH3:1][O:2][C:3]1[CH:4]=[C:5]2[C:10](=[CH:11][C:12]=1[O:13][CH3:14])[N:9]=[CH:8][N:7]=[C:6]2[O:15][C:16]1[CH:22]=[CH:21][C:19]([NH2:20])=[CH:18][CH:17]=1.[C:23]1(C)C=CC=CC=1.C(N(CC)CC)C.ClC(Cl)(O[C:41](=[O:47])[O:42][C:43](Cl)(Cl)Cl)Cl.[F:49][C:50]([F:62])([F:61])[O:51][C:52]1[CH:60]=[CH:59][C:55](C(O)C)=[CH:54][CH:53]=1. (7) The reactants are O.[CH3:2][C:3]1([CH3:25])[C:15]2[NH:14][C:13]3[C:8](=[CH:9][CH:10]=[C:11]([C:16]#[N:17])[CH:12]=3)[C:7]=2[C:6](=[O:18])[C:5]2[CH:19]=[CH:20][C:21]([CH:23]=C)=[CH:22][C:4]1=2.I([O-])(=O)(=O)=[O:27].[Na+].S([O-])([O-])(=O)=S.[Na+].[Na+]. The catalyst is [Os](=O)(=O)(=O)=O.C(O)(C)(C)C. The product is [CH:23]([C:21]1[CH:20]=[CH:19][C:5]2[C:6](=[O:18])[C:7]3[C:8]4[C:13](=[CH:12][C:11]([C:16]#[N:17])=[CH:10][CH:9]=4)[NH:14][C:15]=3[C:3]([CH3:2])([CH3:25])[C:4]=2[CH:22]=1)=[O:27]. The yield is 0.770. (8) The reactants are Cl.[F:2][C:3]1[CH:8]=[CH:7][C:6]([NH:9]N)=[CH:5][CH:4]=1.[CH3:11][CH:12](C)C(=O)C.N1C2C(=CC=CC=2)C=C1. The catalyst is C(O)(=O)C. The product is [F:2][C:3]1[CH:8]=[C:7]2[C:6](=[CH:5][CH:4]=1)[NH:9][CH:12]=[CH:11]2. The yield is 0.760. (9) The reactants are [Br:1][C:2]1[CH:3]=[C:4]([CH:7]=[CH:8][CH:9]=1)[CH:5]=[O:6].[CH2:10](O)[CH2:11][CH2:12][OH:13].O. The catalyst is C1(C)C=CC=CC=1. The product is [Br:1][C:2]1[CH:3]=[C:4]([CH:5]2[O:13][CH2:12][CH2:11][CH2:10][O:6]2)[CH:7]=[CH:8][CH:9]=1. The yield is 0.870.